Dataset: Full USPTO retrosynthesis dataset with 1.9M reactions from patents (1976-2016). Task: Predict the reactants needed to synthesize the given product. (1) The reactants are: [CH3:1][O:2][C:3]1[CH:8]=[C:7]([C:9]([F:12])([F:11])[F:10])[O:6]C(=O)[CH:4]=1.[CH3:14][O-:15].[Mg+2].[CH3:17][O-:18]. Given the product [F:10][C:9]([F:11])([F:12])[C:7](=[O:6])[CH2:8][C:3]([O:2][CH3:1])=[CH:4][C:14]([O:18][CH3:17])=[O:15], predict the reactants needed to synthesize it. (2) Given the product [CH3:18][O:17][C@@H:13]([CH2:12][C:9]1[CH:10]=[CH:11][C:6]([O:5][CH2:4][CH2:3][CH2:2][O:1][C:31]2[CH:32]=[CH:33][C:28]([C:19]([CH3:21])([C:22]3[CH:27]=[CH:26][CH:25]=[CH:24][CH:23]=3)[CH3:20])=[CH:29][CH:30]=2)=[CH:7][CH:8]=1)[C:14]([OH:16])=[O:15], predict the reactants needed to synthesize it. The reactants are: [OH:1][CH2:2][CH2:3][CH2:4][O:5][C:6]1[CH:11]=[CH:10][C:9]([CH2:12][C@H:13]([O:17][CH3:18])[C:14]([OH:16])=[O:15])=[CH:8][CH:7]=1.[C:19]([C:28]1[CH:33]=[CH:32][C:31](O)=[CH:30][CH:29]=1)([C:22]1[CH:27]=[CH:26][CH:25]=[CH:24][CH:23]=1)([CH3:21])[CH3:20]. (3) Given the product [CH:1]12[CH2:7][CH:4]([CH2:5][CH2:6]1)[CH:3]([C:8]([O-:10])=[O:9])[CH:2]2[C:11]([O-:13])=[O:12].[Ca+2:19], predict the reactants needed to synthesize it. The reactants are: [CH:1]12[CH2:7][CH:4]([CH2:5][CH2:6]1)[CH:3]([C:8]([O-:10])=[O:9])[CH:2]2[C:11]([O-:13])=[O:12].[Na+].[Na+].O.O.[Cl-].[Ca+2:19].[Cl-]. (4) Given the product [CH3:25][C:4]1[CH:3]=[C:2]([NH:1][CH2:26][CH:28]2[CH2:33][CH2:32][N:31]([C:34]([O:36][C:37]([CH3:38])([CH3:40])[CH3:39])=[O:35])[CH2:30][CH2:29]2)[CH:7]=[CH:6][C:5]=1[C:8]1[NH:13][C:12](=[O:14])[N:11]=[C:10]([C:15]2[CH:16]=[C:17]3[C:21](=[CH:22][CH:23]=2)[NH:20][N:19]=[C:18]3[CH3:24])[CH:9]=1, predict the reactants needed to synthesize it. The reactants are: [NH2:1][C:2]1[CH:7]=[CH:6][C:5]([C:8]2[NH:13][C:12](=[O:14])[N:11]=[C:10]([C:15]3[CH:16]=[C:17]4[C:21](=[CH:22][CH:23]=3)[NH:20][N:19]=[C:18]4[CH3:24])[CH:9]=2)=[C:4]([CH3:25])[CH:3]=1.[CH:26]([CH:28]1[CH2:33][CH2:32][N:31]([C:34]([O:36][C:37]([CH3:40])([CH3:39])[CH3:38])=[O:35])[CH2:30][CH2:29]1)=O.[BH-](OC(C)=O)(OC(C)=O)OC(C)=O.[Na+].C(O)(=O)C. (5) Given the product [CH3:2][O:3][C:4]([C@@H:5]1[CH2:7][O:8][CH:25]([CH2:24][CH:23]([CH2:28][CH3:27])[CH3:29])[NH:6]1)=[O:9], predict the reactants needed to synthesize it. The reactants are: Cl.[CH3:2][O:3][C:4](=[O:9])[C@H:5]([CH2:7][OH:8])[NH2:6].CC(C)C=O.C(N(CC)CC)C.O.[C:23]1([CH3:29])[CH:28]=[CH:27]C=[CH:25][CH:24]=1. (6) The reactants are: C([N:8]1[CH2:13][CH2:12][NH:11][C:10](=[O:14])[CH2:9]1)(OC(C)(C)C)=O.[H-].[Na+].[F:17][C:18]([F:37])([F:36])[C:19]1[CH:20]=[C:21]([C:29]2[CH:33]=[C:32]([CH2:34]Cl)[O:31][N:30]=2)[CH:22]=[C:23]([C:25]([F:28])([F:27])[F:26])[CH:24]=1.O. Given the product [F:37][C:18]([F:17])([F:36])[C:19]1[CH:20]=[C:21]([C:29]2[CH:33]=[C:32]([CH2:34][N:11]3[CH2:12][CH2:13][NH:8][CH2:9][C:10]3=[O:14])[O:31][N:30]=2)[CH:22]=[C:23]([C:25]([F:28])([F:26])[F:27])[CH:24]=1, predict the reactants needed to synthesize it.